Task: Predict the reactants needed to synthesize the given product.. Dataset: Full USPTO retrosynthesis dataset with 1.9M reactions from patents (1976-2016) (1) Given the product [NH2:25][CH:6]([C:5]1[CH:8]=[CH:9][CH:10]=[CH:11][C:4]=1[N+:1]([O-:3])=[O:2])[CH2:16][C:15]([OH:21])=[O:20], predict the reactants needed to synthesize it. The reactants are: [N+:1]([C:4]1[CH:11]=[CH:10][CH:9]=[CH:8][C:5]=1[CH:6]=O)([O-:3])=[O:2].C(O)=O.[C:15]([OH:21])(=[O:20])[CH2:16]C(O)=O.C([O-])=O.[NH4+:25].Cl. (2) The reactants are: [Cl:1][C:2]1[CH:3]=[C:4]([C:8]2[C:14]3[CH:15]=[C:16]([C:19]([C:27]4[CH:32]=[CH:31][C:30]([Cl:33])=[CH:29][CH:28]=4)(O)[C:20]4[N:24]([CH3:25])[CH:23]=[N:22][CH:21]=4)[CH:17]=[CH:18][C:13]=3[N:12]([CH3:34])[C:11](=[O:35])[CH2:10][N:9]=2)[CH:5]=[CH:6][CH:7]=1.S(Cl)([Cl:38])=O. Given the product [Cl:38][C:19]([C:27]1[CH:32]=[CH:31][C:30]([Cl:33])=[CH:29][CH:28]=1)([C:20]1[N:24]([CH3:25])[CH:23]=[N:22][CH:21]=1)[C:16]1[CH:17]=[CH:18][C:13]2[N:12]([CH3:34])[C:11](=[O:35])[CH2:10][N:9]=[C:8]([C:4]3[CH:5]=[CH:6][CH:7]=[C:2]([Cl:1])[CH:3]=3)[C:14]=2[CH:15]=1, predict the reactants needed to synthesize it. (3) Given the product [CH2:1]([O:4]/[CH:5]=[C:11](/[C:10](=[O:17])[CH:9]([F:18])[F:8])\[C:12]([O:14][CH2:15][CH3:16])=[O:13])[CH3:2], predict the reactants needed to synthesize it. The reactants are: [C:1]([O:4][C:5](=O)C)(=O)[CH3:2].[F:8][CH:9]([F:18])[C:10](=[O:17])[CH2:11][C:12]([O:14][CH2:15][CH3:16])=[O:13].C(OCC)(OCC)OCC. (4) Given the product [Br:1][C:2]1[CH:7]=[CH:6][C:5]([C:19]23[CH2:18][CH2:17][CH:16]([C:15]([CH3:14])([CH3:26])[CH2:20]2)[C:22](=[O:23])[O:24]3)=[CH:4][CH:3]=1, predict the reactants needed to synthesize it. The reactants are: [Br:1][C:2]1[CH:7]=[CH:6][C:5](I)=[CH:4][CH:3]=1.[Li]CCCC.[CH3:14][C:15]1([CH3:26])[CH2:20][C:19](=O)[CH2:18][CH2:17][CH:16]1[C:22]([O:24]C)=[O:23]. (5) Given the product [F:1][C:2]1[CH:44]=[CH:43][C:42]([F:45])=[CH:41][C:3]=1[CH2:4][N:5]([CH2:6][C@@H:7]1[CH2:11][C@@H:10]([S:12][C:13]([C:14]2[CH:15]=[CH:16][CH:17]=[CH:18][CH:19]=2)([C:26]2[CH:31]=[CH:30][CH:29]=[CH:28][CH:27]=2)[C:20]2[CH:21]=[CH:22][CH:23]=[CH:24][CH:25]=2)[CH2:9][N:8]1[C:32]1[N:33]=[CH:34][C:35]([CH2:38][CH2:39][CH3:40])=[CH:36][N:37]=1)[C:46](=[O:48])[CH3:47], predict the reactants needed to synthesize it. The reactants are: [F:1][C:2]1[CH:44]=[CH:43][C:42]([F:45])=[CH:41][C:3]=1[CH2:4][NH:5][CH2:6][C@@H:7]1[CH2:11][C@@H:10]([S:12][C:13]([C:26]2[CH:31]=[CH:30][CH:29]=[CH:28][CH:27]=2)([C:20]2[CH:25]=[CH:24][CH:23]=[CH:22][CH:21]=2)[C:14]2[CH:19]=[CH:18][CH:17]=[CH:16][CH:15]=2)[CH2:9][N:8]1[C:32]1[N:37]=[CH:36][C:35]([CH2:38][CH2:39][CH3:40])=[CH:34][N:33]=1.[C:46](Cl)(=[O:48])[CH3:47]. (6) Given the product [N:20]1([C:24](=[O:34])[CH2:25][C:26]2[CH:31]=[CH:30][C:29]([O:19][CH2:18][CH2:17][C@@H:15]3[CH2:16][C@@H:14]3[CH:11]3[CH2:12][CH2:13][N:8]([C:5]4[N:6]=[CH:7][C:2]([Cl:1])=[CH:3][N:4]=4)[CH2:9][CH2:10]3)=[CH:28][C:27]=2[CH3:33])[CH2:23][CH2:22][CH2:21]1, predict the reactants needed to synthesize it. The reactants are: [Cl:1][C:2]1[CH:3]=[N:4][C:5]([N:8]2[CH2:13][CH2:12][CH:11]([C@H:14]3[CH2:16][C@H:15]3[CH2:17][CH2:18][OH:19])[CH2:10][CH2:9]2)=[N:6][CH:7]=1.[N:20]1([C:24](=[O:34])[CH2:25][C:26]2[CH:31]=[CH:30][C:29](O)=[CH:28][C:27]=2[CH3:33])[CH2:23][CH2:22][CH2:21]1.C1(P(C2C=CC=CC=2)C2C=CC=CC=2)C=CC=CC=1.CC(OC(/N=N/C(OC(C)C)=O)=O)C. (7) Given the product [NH2:1][C:4]1[CH:5]=[CH:6][C:7]2[C:17]3[C:12](=[CH:13][N:14]=[C:15]([NH:18][C:19](=[O:21])[CH3:20])[CH:16]=3)[CH2:11][O:10][C:8]=2[CH:9]=1, predict the reactants needed to synthesize it. The reactants are: [N+:1]([C:4]1[CH:5]=[CH:6][C:7]2[C:17]3[C:12](=[CH:13][N:14]=[C:15]([NH:18][C:19](=[O:21])[CH3:20])[CH:16]=3)[CH2:11][O:10][C:8]=2[CH:9]=1)([O-])=O.[H][H].